Task: Predict which catalyst facilitates the given reaction.. Dataset: Catalyst prediction with 721,799 reactions and 888 catalyst types from USPTO (1) Reactant: [I:1][C:2]1[C:3]([CH3:15])=[N:4][N:5]([C@H:8]2[CH2:13][CH2:12][C@H:11]([OH:14])[CH2:10][CH2:9]2)[C:6]=1[CH3:7].[Si:16](Cl)([C:19]([CH3:22])([CH3:21])[CH3:20])([CH3:18])[CH3:17].N1C=CN=C1.C(Cl)Cl. Product: [Si:16]([O:14][C@H:11]1[CH2:12][CH2:13][C@H:8]([N:5]2[C:6]([CH3:7])=[C:2]([I:1])[C:3]([CH3:15])=[N:4]2)[CH2:9][CH2:10]1)([C:19]([CH3:22])([CH3:21])[CH3:20])([CH3:18])[CH3:17]. The catalyst class is: 277. (2) Reactant: C([Li])CCC.Br[C:7]1[CH:8]=[CH:9][C:10]2[O:16][CH2:15][CH2:14][N:13]([C:17]([O:19][C:20]([CH3:23])([CH3:22])[CH3:21])=[O:18])[CH2:12][C:11]=2[CH:24]=1.CON(C)[C:28](=[O:30])[CH3:29].O. Product: [C:28]([C:7]1[CH:8]=[CH:9][C:10]2[O:16][CH2:15][CH2:14][N:13]([C:17]([O:19][C:20]([CH3:23])([CH3:22])[CH3:21])=[O:18])[CH2:12][C:11]=2[CH:24]=1)(=[O:30])[CH3:29]. The catalyst class is: 7.